From a dataset of Catalyst prediction with 721,799 reactions and 888 catalyst types from USPTO. Predict which catalyst facilitates the given reaction. (1) Reactant: ClC1C=CC=C(C(OO)=[O:9])C=1.[CH:12]1([C:15]2[CH:20]=[CH:19][N:18]=[CH:17][C:16]=2[I:21])[CH2:14][CH2:13]1. Product: [CH:12]1([C:15]2[CH:20]=[CH:19][N+:18]([O-:9])=[CH:17][C:16]=2[I:21])[CH2:14][CH2:13]1. The catalyst class is: 2. (2) Reactant: [Br:1][C:2]1[CH:3]=[C:4]([OH:9])[CH:5]=[C:6]([CH3:8])[CH:7]=1.[C:10]([O-])([O-])=O.[K+].[K+].CI. Product: [Br:1][C:2]1[CH:7]=[C:6]([CH3:8])[CH:5]=[C:4]([O:9][CH3:10])[CH:3]=1. The catalyst class is: 21. (3) Reactant: [C:1](N1C=CN=C1)(N1C=CN=C1)=[O:2].[F:13][C:14]([F:24])([F:23])[C:15]1[CH:22]=[CH:21][C:18]([CH2:19][NH2:20])=[CH:17][CH:16]=1.Cl.Cl.[NH2:27][C:28]1[CH:29]=[C:30]([CH:58]=[CH:59][CH:60]=1)[O:31][C:32]1[CH:33]=[CH:34][C:35]2[N:39]=[C:38]([CH2:40][O:41][C:42]3[CH:55]=[CH:54][C:45]([CH2:46][CH:47]4[S:51][C:50](=[O:52])[NH:49][C:48]4=[O:53])=[CH:44][CH:43]=3)[N:37]([CH3:56])[C:36]=2[CH:57]=1.C(N(CC)CC)C. Product: [O:52]=[C:50]1[NH:49][C:48](=[O:53])[CH:47]([CH2:46][C:45]2[CH:54]=[CH:55][C:42]([O:41][CH2:40][C:38]3[N:37]([CH3:56])[C:36]4[CH:57]=[C:32]([O:31][C:30]5[CH:29]=[C:28]([NH:27][C:1]([NH:20][CH2:19][C:18]6[CH:21]=[CH:22][C:15]([C:14]([F:23])([F:24])[F:13])=[CH:16][CH:17]=6)=[O:2])[CH:60]=[CH:59][CH:58]=5)[CH:33]=[CH:34][C:35]=4[N:39]=3)=[CH:43][CH:44]=2)[S:51]1. The catalyst class is: 9. (4) Reactant: CN(S(F)(F)[F:5])C.[Br:8][C:9]1[N:14]=[C:13]([C:15]([C:24]2[CH:29]=[CH:28][CH:27]=[C:26]([CH3:30])[N:25]=2)([C:17]2[CH:22]=[CH:21][CH:20]=[C:19]([CH3:23])[N:18]=2)O)[CH:12]=[CH:11][CH:10]=1.[OH-].[Na+]. Product: [Br:8][C:9]1[N:14]=[C:13]([C:15]([C:24]2[CH:29]=[CH:28][CH:27]=[C:26]([CH3:30])[N:25]=2)([C:17]2[CH:22]=[CH:21][CH:20]=[C:19]([CH3:23])[N:18]=2)[F:5])[CH:12]=[CH:11][CH:10]=1. The catalyst class is: 146. (5) Reactant: [F:1][C:2]([F:24])([F:23])[C:3](=O)/[CH:4]=[C:5](\O)/[C:6]1[S:7][C:8]([C:11]2[CH:16]=[CH:15][CH:14]=[C:13]([S:17]([CH3:20])(=[O:19])=[O:18])[CH:12]=2)=[CH:9][CH:10]=1.Cl.[Cl:26][C:27]1[CH:32]=[CH:31][C:30]([Cl:33])=[CH:29][C:28]=1[NH:34][NH2:35].C(O)(=O)C. Product: [Cl:26][C:27]1[CH:32]=[CH:31][C:30]([Cl:33])=[CH:29][C:28]=1[N:34]1[C:5]([C:6]2[S:7][C:8]([C:11]3[CH:16]=[CH:15][CH:14]=[C:13]([S:17]([CH3:20])(=[O:19])=[O:18])[CH:12]=3)=[CH:9][CH:10]=2)=[CH:4][C:3]([C:2]([F:24])([F:23])[F:1])=[N:35]1. The catalyst class is: 3. (6) Reactant: [Cl:1][C:2]1[CH:3]=[C:4]2[C:8](=[CH:9][CH:10]=1)[NH:7][C:6](=[O:11])[CH2:5]2.C[C:13]1[CH:17]=[C:16](C)[NH:15][C:14]=1[CH:19]=O.N1CCCCC1. Product: [Cl:1][C:2]1[CH:3]=[C:4]2[C:8](=[CH:9][CH:10]=1)[NH:7][C:6](=[O:11])[C:5]2=[CH:19][C:14]1[NH:15][CH:16]=[CH:17][CH:13]=1. The catalyst class is: 14.